Task: Regression. Given two drug SMILES strings and cell line genomic features, predict the synergy score measuring deviation from expected non-interaction effect.. Dataset: NCI-60 drug combinations with 297,098 pairs across 59 cell lines (1) Drug 1: C1CCC(C1)C(CC#N)N2C=C(C=N2)C3=C4C=CNC4=NC=N3. Drug 2: CC12CCC3C(C1CCC2O)C(CC4=C3C=CC(=C4)O)CCCCCCCCCS(=O)CCCC(C(F)(F)F)(F)F. Cell line: M14. Synergy scores: CSS=-13.0, Synergy_ZIP=6.05, Synergy_Bliss=4.14, Synergy_Loewe=-8.20, Synergy_HSA=-5.89. (2) Drug 1: C1=CC(=C2C(=C1NCCNCCO)C(=O)C3=C(C=CC(=C3C2=O)O)O)NCCNCCO. Drug 2: CCC1(CC2CC(C3=C(CCN(C2)C1)C4=CC=CC=C4N3)(C5=C(C=C6C(=C5)C78CCN9C7C(C=CC9)(C(C(C8N6C=O)(C(=O)OC)O)OC(=O)C)CC)OC)C(=O)OC)O.OS(=O)(=O)O. Cell line: SK-OV-3. Synergy scores: CSS=62.8, Synergy_ZIP=3.37, Synergy_Bliss=3.94, Synergy_Loewe=0.536, Synergy_HSA=3.38. (3) Drug 1: C#CCC(CC1=CN=C2C(=N1)C(=NC(=N2)N)N)C3=CC=C(C=C3)C(=O)NC(CCC(=O)O)C(=O)O. Drug 2: CC1C(C(CC(O1)OC2CC(CC3=C2C(=C4C(=C3O)C(=O)C5=C(C4=O)C(=CC=C5)OC)O)(C(=O)CO)O)N)O.Cl. Cell line: SK-MEL-5. Synergy scores: CSS=36.7, Synergy_ZIP=-2.81, Synergy_Bliss=-1.83, Synergy_Loewe=-1.98, Synergy_HSA=-0.967. (4) Drug 1: CN1CCC(CC1)COC2=C(C=C3C(=C2)N=CN=C3NC4=C(C=C(C=C4)Br)F)OC. Drug 2: C1=CC=C(C=C1)NC(=O)CCCCCCC(=O)NO. Cell line: HS 578T. Synergy scores: CSS=1.10, Synergy_ZIP=0.746, Synergy_Bliss=0.308, Synergy_Loewe=-12.5, Synergy_HSA=-5.83. (5) Drug 1: CC12CCC3C(C1CCC2O)C(CC4=C3C=CC(=C4)O)CCCCCCCCCS(=O)CCCC(C(F)(F)F)(F)F. Drug 2: COC1=C2C(=CC3=C1OC=C3)C=CC(=O)O2. Cell line: COLO 205. Synergy scores: CSS=-4.49, Synergy_ZIP=1.75, Synergy_Bliss=-0.214, Synergy_Loewe=-0.721, Synergy_HSA=-4.14. (6) Drug 1: CC12CCC(CC1=CCC3C2CCC4(C3CC=C4C5=CN=CC=C5)C)O. Drug 2: C1C(C(OC1N2C=NC3=C2NC=NCC3O)CO)O. Cell line: SK-MEL-2. Synergy scores: CSS=8.20, Synergy_ZIP=1.42, Synergy_Bliss=7.90, Synergy_Loewe=4.78, Synergy_HSA=5.35.